From a dataset of Catalyst prediction with 721,799 reactions and 888 catalyst types from USPTO. Predict which catalyst facilitates the given reaction. Reactant: [C:1]([C:3]1[CH:4]=[C:5]([C:19]2[CH:24]=[CH:23][CH:22]=[CH:21][C:20]=2[O:25][CH3:26])[CH:6]=[CH:7][C:8]=1[NH:9][C:10]1[CH:18]=[CH:17][C:13]([C:14]([OH:16])=[O:15])=[CH:12][CH:11]=1)#[N:2].C(O)(=[O:29])C. Product: [C:1]([C:3]1[CH:4]=[C:5]([C:19]2[CH:24]=[CH:23][CH:22]=[CH:21][C:20]=2[O:25][CH3:26])[CH:6]=[C:7]2[C:8]=1[NH:9][C:10]1[CH:11]=[CH:12][C:13]([C:14]([OH:16])=[O:15])=[CH:17][C:18]2=1)(=[O:29])[NH2:2]. The catalyst class is: 167.